This data is from Full USPTO retrosynthesis dataset with 1.9M reactions from patents (1976-2016). The task is: Predict the reactants needed to synthesize the given product. (1) Given the product [CH2:1]([O:3][C:4](=[O:29])[CH2:5][C:6]1[CH:11]=[CH:10][C:9]([O:12][CH3:13])=[C:8]([O:14][C:15]2[CH:20]=[CH:19][C:18]([NH:21][C:31]([C:32]3[CH:37]=[CH:36][N:35]=[CH:34][CH:33]=3)=[O:38])=[CH:17][C:16]=2[CH2:22][S:23][CH2:24][C:25]([F:26])([F:27])[F:28])[CH:7]=1)[CH3:2], predict the reactants needed to synthesize it. The reactants are: [CH2:1]([O:3][C:4](=[O:29])[CH2:5][C:6]1[CH:11]=[CH:10][C:9]([O:12][CH3:13])=[C:8]([O:14][C:15]2[CH:20]=[CH:19][C:18]([NH2:21])=[CH:17][C:16]=2[CH2:22][S:23][CH2:24][C:25]([F:28])([F:27])[F:26])[CH:7]=1)[CH3:2].Cl.[C:31](Cl)(=[O:38])[C:32]1[CH:37]=[CH:36][N:35]=[CH:34][CH:33]=1. (2) The reactants are: C([N-]C(C)C)(C)C.[Li+].[C:9]([C:12]1[CH:17]=[CH:16][CH:15]=[CH:14][CH:13]=1)(=[O:11])[CH3:10].[CH3:18][C:19]([CH3:21])=[O:20].N1C=CN=C1.Cl[Si:28]([CH3:31])([CH3:30])[CH3:29]. Given the product [CH3:18][C:19]([O:20][Si:28]([CH3:31])([CH3:30])[CH3:29])([CH3:21])[CH2:10][C:9]([C:12]1[CH:17]=[CH:16][CH:15]=[CH:14][CH:13]=1)=[O:11], predict the reactants needed to synthesize it. (3) Given the product [CH2:1]1[C:10]2[C:5](=[CH:6][CH:7]=[CH:8][CH:9]=2)[CH2:4][CH2:3][N:2]1[C:18](=[O:21])[CH:19]=[CH2:20], predict the reactants needed to synthesize it. The reactants are: [CH2:1]1[C:10]2[C:5](=[CH:6][CH:7]=[CH:8][CH:9]=2)[CH2:4][CH2:3][NH:2]1.C(N(CC)CC)C.[C:18](Cl)(=[O:21])[CH:19]=[CH2:20]. (4) Given the product [CH2:1]([N:8]1[C:20]2[CH2:19][CH2:18][CH2:17][CH2:16][C:15]=2[C:14]2[C:9]1=[CH:10][CH:11]=[C:12]([C:33]1[CH:34]=[CH:35][C:30]([O:29][CH3:28])=[CH:31][CH:32]=1)[CH:13]=2)[C:2]1[CH:7]=[CH:6][CH:5]=[CH:4][CH:3]=1, predict the reactants needed to synthesize it. The reactants are: [CH2:1]([N:8]1[C:20]2[CH2:19][CH2:18][CH2:17][CH2:16][C:15]=2[C:14]2[C:9]1=[CH:10][CH:11]=[C:12](Br)[CH:13]=2)[C:2]1[CH:7]=[CH:6][CH:5]=[CH:4][CH:3]=1.C([O-])([O-])=O.[K+].[K+].[CH3:28][O:29][C:30]1[CH:35]=[CH:34][C:33](B(O)O)=[CH:32][CH:31]=1.ClCCl. (5) Given the product [NH2:2][C:1]1[N:16]([CH2:17][CH2:18][CH2:19][NH:20][C:21](=[O:27])[O:22][C:23]([CH3:24])([CH3:26])[CH3:25])[C:14]2[N:15]=[C:10]([Cl:9])[N:11]=[CH:12][C:13]=2[C:28](=[O:29])[C:3]=1[C:4](=[O:5])[NH2:6], predict the reactants needed to synthesize it. The reactants are: [C:1]([CH2:3][C:4]([NH2:6])=[O:5])#[N:2].[H-].[Na+].[Cl:9][C:10]1[N:15]=[C:14]([NH:16][CH2:17][CH2:18][CH2:19][NH:20][C:21](=[O:27])[O:22][C:23]([CH3:26])([CH3:25])[CH3:24])[C:13]([C:28](F)=[O:29])=[CH:12][N:11]=1. (6) Given the product [Cl:1][C:2]1[C:3]2[N:4]([C:10]([CH:12]3[CH2:17][CH2:16][CH:15]([O:18][CH3:19])[CH2:14][CH2:13]3)=[N:9][C:8]=2[C:20]2[CH:29]=[C:28]3[C:23]([CH:24]=[CH:25][C:26]([C:30]4[CH:31]=[CH:32][CH:33]=[CH:34][CH:35]=4)=[N:27]3)=[CH:22][CH:21]=2)[CH:5]=[CH:6][N:7]=1, predict the reactants needed to synthesize it. The reactants are: [Cl:1][C:2]1[C:3]([CH:8]([C:20]2[CH:29]=[C:28]3[C:23]([CH:24]=[CH:25][C:26]([C:30]4[CH:35]=[CH:34][CH:33]=[CH:32][CH:31]=4)=[N:27]3)=[CH:22][CH:21]=2)[NH:9][C:10]([CH:12]2[CH2:17][CH2:16][CH:15]([O:18][CH3:19])[CH2:14][CH2:13]2)=O)=[N:4][CH:5]=[CH:6][N:7]=1.O=P(Cl)(Cl)Cl.CN(C=O)C.